From a dataset of Forward reaction prediction with 1.9M reactions from USPTO patents (1976-2016). Predict the product of the given reaction. (1) Given the reactants [Cl:1][C:2]1[C:3]([NH:28][C:29]2[CH:34]=[CH:33][CH:32]=[CH:31][C:30]=2[S:35]([NH:38][CH3:39])(=[O:37])=[O:36])=[N:4][C:5]([NH:8][C:9]2[CH:10]=[C:11]3[C:17](=[CH:18][CH:19]=2)[CH:16]2[CH2:20][CH2:21][CH:12]3[CH2:13][N:14](C(=O)C(F)(F)F)[CH2:15]2)=[N:6][CH:7]=1.C(=O)([O-])[O-].[K+].[K+], predict the reaction product. The product is: [CH:12]12[CH2:21][CH2:20][CH:16]([CH2:15][NH:14][CH2:13]1)[C:17]1[C:11]2=[CH:10][C:9]([NH:8][C:5]2[N:4]=[C:3]([NH:28][C:29]3[CH:34]=[CH:33][CH:32]=[CH:31][C:30]=3[S:35]([NH:38][CH3:39])(=[O:37])=[O:36])[C:2]([Cl:1])=[CH:7][N:6]=2)=[CH:19][CH:18]=1. (2) Given the reactants [CH2:1]([O:3][C:4](=[O:18])[CH2:5][O:6][C:7]1[CH:12]=[CH:11][C:10]([S:13]([Cl:16])(=[O:15])=[O:14])=[CH:9][C:8]=1[CH3:17])[CH3:2].C(OC(=O)CO[C:25]1[C:34]2CCCCC=2C=C[CH:26]=1)C, predict the reaction product. The product is: [CH2:1]([O:3][C:4](=[O:18])[CH2:5][O:6][C:7]1[C:8]2[CH2:17][CH2:34][CH2:25][CH2:26][C:9]=2[C:10]([S:13]([Cl:16])(=[O:14])=[O:15])=[CH:11][CH:12]=1)[CH3:2]. (3) The product is: [Br:1][C:2]1[CH:3]=[CH:4][C:5]([Cl:9])=[C:6]([CH:7]=1)[O:8][CH2:11][CH2:12][S:13][CH3:14]. Given the reactants [Br:1][C:2]1[CH:3]=[CH:4][C:5]([Cl:9])=[C:6]([OH:8])[CH:7]=1.Cl[CH2:11][CH2:12][S:13][CH3:14].C(=O)([O-])[O-].[Cs+].[Cs+], predict the reaction product. (4) The product is: [Br:1][C:2]1[CH:24]=[CH:23][C:22]([I:25])=[CH:21][C:3]=1[CH2:4][C:5]1[CH:6]=[CH:7][C:8]2[O:13][CH2:12][CH2:11][NH:10][C:9]=2[CH:20]=1. Given the reactants [Br:1][C:2]1[CH:24]=[CH:23][C:22]([I:25])=[CH:21][C:3]=1[CH2:4][C:5]1[CH:6]=[CH:7][C:8]2[O:13][CH2:12][CH2:11][N:10](C(=O)C(F)(F)F)[C:9]=2[CH:20]=1.[BH4-].[Na+], predict the reaction product. (5) Given the reactants C([SiH](CC)CC)C.[CH3:8][O:9][C:10](=[O:51])/[C:11](/[NH:30][C:31](=[O:50])[C:32]1[CH:37]=[CH:36][C:35]([C:38]([NH:40][CH2:41][C:42]2[CH:47]=[CH:46][CH:45]=[C:44]([OH:48])[CH:43]=2)=[O:39])=[CH:34][C:33]=1[Cl:49])=[CH:12]/[C:13]1[S:17][C:16]([NH:18]C(OC(C)(C)C)=O)=[N:15][C:14]=1[C:26]([F:29])([F:28])[F:27].FC(F)(F)C(O)=O, predict the reaction product. The product is: [CH3:8][O:9][C:10](=[O:51])/[C:11](/[NH:30][C:31](=[O:50])[C:32]1[CH:37]=[CH:36][C:35]([C:38]([NH:40][CH2:41][C:42]2[CH:47]=[CH:46][CH:45]=[C:44]([OH:48])[CH:43]=2)=[O:39])=[CH:34][C:33]=1[Cl:49])=[CH:12]/[C:13]1[S:17][C:16]([NH2:18])=[N:15][C:14]=1[C:26]([F:29])([F:28])[F:27]. (6) Given the reactants [O:1]1CC[CH2:3][CH2:2]1.[CH3:6][Si:7]([CH3:37])([C:33]([CH3:36])([CH3:35])[CH3:34])[O:8][CH2:9][C@H:10]1[C@H:14]([O:15][CH:16]2[CH2:21][CH2:20][CH2:19][CH2:18][O:17]2)[CH2:13][C@H:12]([OH:22])[C@@H:11]1[CH2:23]/[CH:24]=[CH:25]\[CH2:26][CH2:27][CH2:28][C:29]([O:31][CH3:32])=[O:30].C1(P(C2C=CC=CC=2)C2C=CC=CC=2)C=CC=CC=1.N(C(OCC)=O)=NC(OCC)=O.C1(C)C=CC=CC=1, predict the reaction product. The product is: [C:2]([O:22][C@H:12]1[C@H:11]([CH2:23]/[CH:24]=[CH:25]\[CH2:26][CH2:27][CH2:28][C:29]([O:31][CH3:32])=[O:30])[C@@H:10]([CH2:9][O:8][Si:7]([CH3:6])([CH3:37])[C:33]([CH3:34])([CH3:36])[CH3:35])[C@H:14]([O:15][CH:16]2[CH2:21][CH2:20][CH2:19][CH2:18][O:17]2)[CH2:13]1)(=[O:1])[CH3:3]. (7) Given the reactants [Cl:1][C:2]1[N:10]=[CH:9][CH:8]=[CH:7][C:3]=1[C:4]([OH:6])=O.[N:11]1[CH:16]=[CH:15][CH:14]=[CH:13][C:12]=1[CH2:17][C:18]([N:20]1[C:28]2[C:23](=[CH:24][C:25]([NH2:29])=[CH:26][CH:27]=2)[CH2:22][CH2:21]1)=[O:19].O.ON1C2C=CC=CC=2N=N1.CN(C)CCCN=C=NCC, predict the reaction product. The product is: [Cl:1][C:2]1[N:10]=[CH:9][CH:8]=[CH:7][C:3]=1[C:4]([NH:29][C:25]1[CH:24]=[C:23]2[C:28](=[CH:27][CH:26]=1)[N:20]([C:18](=[O:19])[CH2:17][C:12]1[CH:13]=[CH:14][CH:15]=[CH:16][N:11]=1)[CH2:21][CH2:22]2)=[O:6].